From a dataset of NCI-60 drug combinations with 297,098 pairs across 59 cell lines. Regression. Given two drug SMILES strings and cell line genomic features, predict the synergy score measuring deviation from expected non-interaction effect. Drug 1: C1=CC(=CC=C1CCCC(=O)O)N(CCCl)CCCl. Drug 2: CCC1=C2CN3C(=CC4=C(C3=O)COC(=O)C4(CC)O)C2=NC5=C1C=C(C=C5)O. Cell line: 786-0. Synergy scores: CSS=76.1, Synergy_ZIP=-5.26, Synergy_Bliss=-9.03, Synergy_Loewe=-34.4, Synergy_HSA=-4.94.